Dataset: Full USPTO retrosynthesis dataset with 1.9M reactions from patents (1976-2016). Task: Predict the reactants needed to synthesize the given product. (1) Given the product [CH2:33]([O:32][C:30](=[O:31])[C:29]([O:28][CH2:26][CH3:27])=[CH:20][C:19]1[CH:22]=[CH:23][CH:24]=[C:17]([O:16][CH2:9][C:10]2[CH:15]=[CH:14][CH:13]=[CH:12][CH:11]=2)[CH:18]=1)[CH3:34], predict the reactants needed to synthesize it. The reactants are: CN(C)C(=N)N(C)C.[CH2:9]([O:16][C:17]1[CH:18]=[C:19]([CH:22]=[CH:23][CH:24]=1)[CH:20]=O)[C:10]1[CH:15]=[CH:14][CH:13]=[CH:12][CH:11]=1.[Cl-].[CH2:26]([O:28][CH:29]([P+](C1C=CC=CC=1)(C1C=CC=CC=1)C1C=CC=CC=1)[C:30]([O:32][CH2:33][CH3:34])=[O:31])[CH3:27]. (2) Given the product [CH3:1][C:2]([CH3:14])([CH3:13])[CH2:3][O:4][C:5]1[CH:9]=[CH:8][NH:7][N:6]=1, predict the reactants needed to synthesize it. The reactants are: [CH3:1][C:2]([CH3:14])([CH3:13])[CH2:3][O:4][C:5]1[CH:9]=[CH:8][N:7](C(=O)C)[N:6]=1.[OH-].[Na+]. (3) Given the product [CH2:1]([O:3][C:4](=[O:16])[CH:5]([CH2:9][N:10]([C:20]1[C:21]([N+:25]([O-:27])=[O:26])=[CH:22][N:23]=[C:18]([Cl:17])[N:19]=1)[CH:11]1[CH2:12][CH2:13][CH2:14][CH2:15]1)[CH2:6][CH2:7][CH3:8])[CH3:2], predict the reactants needed to synthesize it. The reactants are: [CH2:1]([O:3][C:4](=[O:16])[CH:5]([CH2:9][NH:10][CH:11]1[CH2:15][CH2:14][CH2:13][CH2:12]1)[CH2:6][CH2:7][CH3:8])[CH3:2].[Cl:17][C:18]1[N:23]=[C:22](Cl)[C:21]([N+:25]([O-:27])=[O:26])=[CH:20][N:19]=1.C(=O)(O)[O-].[K+]. (4) Given the product [CH3:18][N:16]1[C:17]2[C:9]3=[C:8]([O:19][C:20]4[C:21]([CH3:26])=[N:22][CH:23]=[CH:24][CH:25]=4)[S:7][C:6]([C:4]([OH:5])=[O:3])=[C:10]3[CH2:11][CH2:12][C:13]=2[CH:14]=[N:15]1, predict the reactants needed to synthesize it. The reactants are: C([O:3][C:4]([C:6]1[S:7][C:8]([O:19][C:20]2[C:21]([CH3:26])=[N:22][CH:23]=[CH:24][CH:25]=2)=[C:9]2[C:17]3[N:16]([CH3:18])[N:15]=[CH:14][C:13]=3[CH2:12][CH2:11][C:10]=12)=[O:5])C.[OH-].[Na+].Cl. (5) Given the product [F:21][C:18]1[CH:19]=[CH:20][C:15]([CH2:14][NH:13][C:11](=[O:12])[C:10]2[CH:22]=[CH:23][CH:24]=[C:25]([O:26][CH3:27])[C:9]=2[OH:8])=[CH:16][CH:17]=1, predict the reactants needed to synthesize it. The reactants are: C([O:8][C:9]1[C:25]([O:26][CH2:27]C2C=CC=CC=2)=[CH:24][CH:23]=[CH:22][C:10]=1[C:11]([NH:13][CH2:14][C:15]1[CH:20]=[CH:19][C:18]([F:21])=[CH:17][CH:16]=1)=[O:12])C1C=CC=CC=1.Cl. (6) The reactants are: O.[NH2:2][C:3]1[CH:8]=[C:7]([OH:9])[N:6]=[C:5]([SH:10])[N:4]=1.[H-].[Na+].[F:13][C:14]1[C:21]([F:22])=[CH:20][CH:19]=[CH:18][C:15]=1[CH2:16]Br. Given the product [NH2:2][C:3]1[N:4]=[C:5]([S:10][CH2:16][C:15]2[CH:18]=[CH:19][CH:20]=[C:21]([F:22])[C:14]=2[F:13])[NH:6][C:7](=[O:9])[CH:8]=1, predict the reactants needed to synthesize it. (7) Given the product [S:23]1[C:27]2[CH:28]=[CH:29][CH:30]=[CH:31][C:26]=2[N:25]=[C:24]1[C:32]1[C:33](=[O:34])[O:1][C:2]2[C:3]([CH:4]=1)=[CH:6][CH:7]=[C:8]([CH:10]([OH:12])[CH3:11])[CH:9]=2, predict the reactants needed to synthesize it. The reactants are: [OH:1][C:2]1[CH:9]=[C:8]([CH:10]([OH:12])[CH3:11])[CH:7]=[CH:6][C:3]=1[CH:4]=O.N1CCCCC1.C(O)(=O)C.[S:23]1[C:27]2[CH:28]=[CH:29][CH:30]=[CH:31][C:26]=2[N:25]=[C:24]1[CH2:32][C:33](OCC)=[O:34]. (8) Given the product [Cl:27][C:4]1[O:5][C:6]([C:7]2[CH:12]=[CH:11][C:10]([C:13]([F:16])([F:14])[F:15])=[CH:9][N:8]=2)=[C:2]([CH3:1])[N:3]=1, predict the reactants needed to synthesize it. The reactants are: [CH3:1][C:2]1[N:3]=[CH:4][O:5][C:6]=1[C:7]1[CH:12]=[CH:11][C:10]([C:13]([F:16])([F:15])[F:14])=[CH:9][N:8]=1.[Li+].C[Si]([N-][Si](C)(C)C)(C)C.[Cl:27]C(Cl)(Cl)C(Cl)(Cl)Cl. (9) Given the product [ClH:24].[N:1]1([CH2:6][CH2:7][CH2:8][N:9]2[CH2:10][CH2:11][CH:12]([CH2:15][NH:16][C:17](=[O:28])[C:18]3[CH:23]=[C:22]([Cl:24])[C:21]([NH2:25])=[CH:20][C:19]=3[O:26][CH3:27])[CH2:13][CH2:14]2)[CH:5]=[CH:4][N:3]=[N:2]1, predict the reactants needed to synthesize it. The reactants are: [N:1]1([CH2:6][CH2:7][CH2:8][N:9]2[CH2:14][CH2:13][CH:12]([CH2:15][NH:16][C:17](=[O:28])[C:18]3[CH:23]=[C:22]([Cl:24])[C:21]([NH2:25])=[CH:20][C:19]=3[O:26][CH3:27])[CH2:11][CH2:10]2)[CH:5]=[CH:4][N:3]=[N:2]1.Cl. (10) Given the product [CH2:1]([N:8]1[C:16]2[C:11](=[CH:12][CH:13]=[CH:14][CH:15]=2)[C:10]([C:29]#[C:28][C:30]2[CH2:35][CH2:34][CH2:33][CH2:32][CH:31]=2)=[N:9]1)[C:2]1[CH:3]=[CH:4][CH:5]=[CH:6][CH:7]=1, predict the reactants needed to synthesize it. The reactants are: [CH2:1]([N:8]1[C:16]2[C:11](=[CH:12][CH:13]=[CH:14][CH:15]=2)[C:10](OS(C2C=CC(C)=CC=2)(=O)=O)=[N:9]1)[C:2]1[CH:7]=[CH:6][CH:5]=[CH:4][CH:3]=1.[C:28]([C:30]1[CH2:35][CH2:34][CH2:33][CH2:32][CH:31]=1)#[CH:29].